Dataset: Catalyst prediction with 721,799 reactions and 888 catalyst types from USPTO. Task: Predict which catalyst facilitates the given reaction. (1) The catalyst class is: 122. Product: [I:61][C:38]1[CH:37]=[CH:36][C:35]([O:8][CH3:4])=[CH:40][C:39]=1[S:41][C:42]1[N:43]([CH2:52][C:53]2[CH:58]=[CH:57][C:56]([O:59][CH3:60])=[CH:55][CH:54]=2)[C:44]2[CH:49]=[CH:48][N:47]=[C:46]([NH2:50])[C:45]=2[N:51]=1. Reactant: IC1C=CC=[C:4]([O:8]C)C=1I.CC1C=CC2C=CC3C=CC(C)=NC=3C=2N=1.O.CC([O-])(C)C.[Na+].F[C:35]1[CH:36]=[CH:37][C:38]([I:61])=[C:39]([S:41][C:42]2[N:43]([CH2:52][C:53]3[CH:58]=[CH:57][C:56]([O:59][CH3:60])=[CH:55][CH:54]=3)[C:44]3[CH:49]=[CH:48][N:47]=[C:46]([NH2:50])[C:45]=3[N:51]=2)[CH:40]=1. (2) Reactant: [CH3:1][O:2][C:3]1[CH:4]=[C:5]([CH:8]=[CH:9][CH:10]=1)[CH2:6][NH2:7].[S:11]1[CH:15]=[CH:14][CH:13]=[C:12]1[CH:16]=O.S([O-])([O-])(=O)=O.[Mg+2].[BH4-].[Na+].[ClH:26]. Product: [ClH:26].[CH3:1][O:2][C:3]1[CH:4]=[C:5]([CH2:6][NH:7][CH2:16][C:12]2[S:11][CH:15]=[CH:14][CH:13]=2)[CH:8]=[CH:9][CH:10]=1. The catalyst class is: 234. (3) Reactant: C1(C)C=CC=CC=1.[F:8][C:9]1[CH:14]=[CH:13][C:12]([N:15]=[C:16]=[O:17])=[CH:11][CH:10]=1.[C:18]1([C:24]2[O:40][C:27]3[N:28]=[CH:29][N:30]=[C:31]([O:32][C:33]4[CH:38]=[CH:37][C:36]([NH2:39])=[CH:35][CH:34]=4)[C:26]=3[CH:25]=2)[CH:23]=[CH:22][CH:21]=[CH:20][CH:19]=1. Product: [F:8][C:9]1[CH:14]=[CH:13][C:12]([NH:15][C:16]([NH:39][C:36]2[CH:35]=[CH:34][C:33]([O:32][C:31]3[C:26]4[CH:25]=[C:24]([C:18]5[CH:23]=[CH:22][CH:21]=[CH:20][CH:19]=5)[O:40][C:27]=4[N:28]=[CH:29][N:30]=3)=[CH:38][CH:37]=2)=[O:17])=[CH:11][CH:10]=1. The catalyst class is: 10. (4) Reactant: [CH3:1][O:2][CH2:3][CH2:4][CH2:5][O:6][C:7]1[CH:12]=[CH:11][CH:10]=[CH:9][C:8]=1[N:13]1[C:21]2[C:16](=[CH:17][CH:18]=[CH:19][CH:20]=2)[CH:15]=[CH:14]1.ClN1C(=[O:28])CCC1=O.P(=O)(O)(O)O. Product: [CH3:1][O:2][CH2:3][CH2:4][CH2:5][O:6][C:7]1[CH:12]=[CH:11][CH:10]=[CH:9][C:8]=1[N:13]1[C:21]2[C:16](=[CH:17][CH:18]=[CH:19][CH:20]=2)[CH2:15][C:14]1=[O:28]. The catalyst class is: 34. (5) Reactant: C([O:5][N:6]1[CH:11]=[C:10]([C:12]2[CH:17]=[CH:16][CH:15]=[CH:14][C:13]=2[N+:18]([O-:20])=[O:19])[CH:9]=[C:8]([C:21]([O:23]C)=[O:22])[C:7]1=[O:25])(C)(C)C. Product: [OH:5][N:6]1[CH:11]=[C:10]([C:12]2[CH:17]=[CH:16][CH:15]=[CH:14][C:13]=2[N+:18]([O-:20])=[O:19])[CH:9]=[C:8]([C:21]([OH:23])=[O:22])[C:7]1=[O:25]. The catalyst class is: 33.